Dataset: Full USPTO retrosynthesis dataset with 1.9M reactions from patents (1976-2016). Task: Predict the reactants needed to synthesize the given product. (1) Given the product [Cl:1][C:2]1[C:7]([C:8]2[CH:13]=[CH:12][CH:11]=[CH:10][C:9]=2[Cl:14])=[CH:6][C:5]([NH:15][CH2:16][C:17]([N:19]2[CH2:24][CH2:23][N:22]([C:25](=[O:28])[CH:26]=[CH2:27])[CH2:21][CH2:20]2)=[O:18])=[C:4]([OH:29])[CH:3]=1, predict the reactants needed to synthesize it. The reactants are: [Cl:1][C:2]1[C:7]([C:8]2[CH:13]=[CH:12][CH:11]=[CH:10][C:9]=2[Cl:14])=[CH:6][C:5]([NH:15][CH2:16][C:17]([N:19]2[CH2:24][CH2:23][N:22]([C:25](=[O:28])[CH:26]=[CH2:27])[CH2:21][CH2:20]2)=[O:18])=[C:4]([O:29]C)[CH:3]=1.B(Br)(Br)Br. (2) Given the product [OH:21][C:16]1[CH:17]=[CH:18][CH:19]=[CH:20][C:15]=1[CH:14]1[N:10]([C:8]([C:6]2[S:7][C:3]([CH2:2][NH:1][C:54]([C:49]3[CH:50]=[CH:51][CH:52]=[CH:53][N:48]=3)=[O:55])=[CH:4][CH:5]=2)=[O:9])[N:11]=[C:12]([C:22]2[CH:23]=[N:24][CH:25]=[CH:26][CH:27]=2)[CH2:13]1, predict the reactants needed to synthesize it. The reactants are: [NH2:1][CH2:2][C:3]1[S:7][C:6]([C:8]([N:10]2[CH:14]([C:15]3[CH:20]=[CH:19][CH:18]=[CH:17][C:16]=3[OH:21])[CH2:13][C:12]([C:22]3[CH:23]=[N:24][CH:25]=[CH:26][CH:27]=3)=[N:11]2)=[O:9])=[CH:5][CH:4]=1.CCN=C=NCCCN(C)C.CCN(C(C)C)C(C)C.[N:48]1[CH:53]=[CH:52][CH:51]=[CH:50][C:49]=1[C:54](O)=[O:55]. (3) Given the product [Br:1][C:2]1[N:6]2[CH:7]=[C:8]([CH:27]3[CH2:29][CH2:28]3)[C:9]([O:11][CH2:12][C:13]3([CH3:26])[CH2:18][CH2:17][NH:16][CH2:15][CH2:14]3)=[CH:10][C:5]2=[N:4][N:3]=1, predict the reactants needed to synthesize it. The reactants are: [Br:1][C:2]1[N:6]2[CH:7]=[C:8]([CH:27]3[CH2:29][CH2:28]3)[C:9]([O:11][CH2:12][C:13]3([CH3:26])[CH2:18][CH2:17][N:16](C(OC(C)(C)C)=O)[CH2:15][CH2:14]3)=[CH:10][C:5]2=[N:4][N:3]=1.Cl.O1CCOCC1. (4) Given the product [C:1]([C:5]1[CH:6]=[C:7]([NH:11][C:12]([CH:14]2[CH2:23][CH2:22][C:21]3[C:16](=[CH:17][C:18]([O:24][C:25]4[CH:30]=[CH:29][N:28]=[C:27]([C:31]5[N:35]([CH3:36])[N:34]=[N:33][N:32]=5)[CH:26]=4)=[CH:19][CH:20]=3)[CH2:15]2)=[O:13])[CH:8]=[CH:9][CH:10]=1)([CH3:4])([CH3:2])[CH3:3], predict the reactants needed to synthesize it. The reactants are: [C:1]([C:5]1[CH:6]=[C:7]([NH:11][C:12]([CH:14]2[CH2:23][CH2:22][C:21]3[C:16](=[CH:17][C:18]([O:24][C:25]4[CH:30]=[CH:29][N:28]=[C:27]([C:31]5[NH:35][N:34]=[N:33][N:32]=5)[CH:26]=4)=[CH:19][CH:20]=3)[CH2:15]2)=[O:13])[CH:8]=[CH:9][CH:10]=1)([CH3:4])([CH3:3])[CH3:2].[C:36](=O)([O-])[O-].[K+].[K+].CI. (5) Given the product [CH:2]([C:3]1[NH:4][C:5]([C:8]([NH:10][CH2:11][CH:12]([CH3:14])[CH3:13])=[O:9])=[CH:6][N:7]=1)=[O:1], predict the reactants needed to synthesize it. The reactants are: [OH:1][CH2:2][C:3]1[NH:4][C:5]([C:8]([NH:10][CH2:11][CH:12]([CH3:14])[CH3:13])=[O:9])=[CH:6][N:7]=1.